This data is from Forward reaction prediction with 1.9M reactions from USPTO patents (1976-2016). The task is: Predict the product of the given reaction. (1) Given the reactants [CH2:1]([O:8][C:9]([NH:11][C@H:12]1[CH2:16][CH2:15][N:14]([C@@H:17]([CH3:21])[C:18]([OH:20])=O)[C:13]1=[O:22])=[O:10])[C:2]1[CH:7]=[CH:6][CH:5]=[CH:4][CH:3]=1.CN(C(ON1N=NC2C=CC=CC1=2)=[N+](C)C)C.[B-](F)(F)(F)F.C(N(CC)C(C)C)(C)C.[NH:54]1[CH2:59][CH2:58][O:57][CH2:56][CH2:55]1.[Cl-].[NH4+], predict the reaction product. The product is: [CH3:21][C@H:17]([N:14]1[CH2:15][CH2:16][C@H:12]([NH:11][C:9](=[O:10])[O:8][CH2:1][C:2]2[CH:3]=[CH:4][CH:5]=[CH:6][CH:7]=2)[C:13]1=[O:22])[C:18]([N:54]1[CH2:59][CH2:58][O:57][CH2:56][CH2:55]1)=[O:20]. (2) The product is: [CH3:15][O:16][CH2:17][CH2:18][O:19][C:3]1[N:11]=[C:10]2[C:6]([NH:7][CH:8]=[N:9]2)=[C:5]([NH2:12])[N:4]=1. Given the reactants [Na].Cl[C:3]1[N:11]=[C:10]2[C:6]([NH:7][CH:8]=[N:9]2)=[C:5]([NH2:12])[N:4]=1.O.Cl.[CH3:15][O:16][CH2:17][CH2:18][OH:19], predict the reaction product. (3) Given the reactants Br[C:2]1[CH:3]=[C:4]([CH3:11])[C:5](=[O:10])[N:6]([CH2:8][CH3:9])[CH:7]=1.[Cl-].[Li+].C([Mg]Cl)(C)C.[Br:19][C:20]1[CH:25]=[C:24]([C:26]([C:34]2[CH:39]=[CH:38][CH:37]=[C:36]([F:40])[C:35]=2[C:41]#[N:42])=[N:27]S(C(C)(C)C)=O)[CH:23]=[CH:22][N:21]=1.Cl.CO.C([O-])(O)=O.[Na+], predict the reaction product. The product is: [NH2:42][C:41]1[C:35]2[C:34](=[CH:39][CH:38]=[CH:37][C:36]=2[F:40])[C:26]([C:2]2[CH:3]=[C:4]([CH3:11])[C:5](=[O:10])[N:6]([CH2:8][CH3:9])[CH:7]=2)([C:24]2[CH:23]=[CH:22][N:21]=[C:20]([Br:19])[CH:25]=2)[N:27]=1. (4) Given the reactants [F:1][C:2]([F:25])([F:24])[C@@H:3]([OH:23])[C@@H:4]([C:20]([OH:22])=[O:21])[N:5]([CH2:13][C:14]1[CH:19]=[CH:18][CH:17]=[CH:16][CH:15]=1)[CH2:6][C:7]1[CH:12]=[CH:11][CH:10]=[CH:9][CH:8]=1.[H-].[Na+].F[C:29]1[CH:34]=[CH:33][C:32]([F:35])=[CH:31][C:30]=1[N+:36]([O-:38])=[O:37], predict the reaction product. The product is: [CH2:6]([N:5]([CH2:13][C:14]1[CH:15]=[CH:16][CH:17]=[CH:18][CH:19]=1)[CH:4]([CH:3]([O:23][C:29]1[CH:34]=[CH:33][C:32]([F:35])=[CH:31][C:30]=1[N+:36]([O-:38])=[O:37])[C:2]([F:24])([F:25])[F:1])[C:20]([OH:22])=[O:21])[C:7]1[CH:8]=[CH:9][CH:10]=[CH:11][CH:12]=1. (5) Given the reactants [H-].[Na+].[Cl:3][C:4]1[CH:20]=[CH:19][C:7]([NH:8][S:9]([C:12]2[CH:17]=[CH:16][C:15]([CH3:18])=[CH:14][CH:13]=2)(=[O:11])=[O:10])=[C:6]([N+:21]([O-:23])=[O:22])[CH:5]=1.[CH2:24](I)[CH3:25].O, predict the reaction product. The product is: [Cl:3][C:4]1[CH:20]=[CH:19][C:7]([N:8]([CH2:24][CH3:25])[S:9]([C:12]2[CH:13]=[CH:14][C:15]([CH3:18])=[CH:16][CH:17]=2)(=[O:11])=[O:10])=[C:6]([N+:21]([O-:23])=[O:22])[CH:5]=1. (6) Given the reactants [CH3:1][O:2][C:3]([C:5]1[C:14]2[CH2:13][CH2:12][CH2:11][CH2:10][C:9]=2[CH:8]=[CH:7][C:6]=1[NH:15][S:16]([C:19]1[CH:24]=[CH:23][CH:22]=[CH:21][C:20]=1[NH:25][CH2:26][CH:27]1[CH2:32][CH2:31][N:30](C(OC(C)(C)C)=O)[CH2:29][CH2:28]1)(=[O:18])=[O:17])=[O:4].C(O)(C(F)(F)F)=O, predict the reaction product. The product is: [NH:30]1[CH2:31][CH2:32][CH:27]([CH2:26][NH:25][C:20]2[CH:21]=[CH:22][CH:23]=[CH:24][C:19]=2[S:16]([NH:15][C:6]2[CH:7]=[CH:8][C:9]3[CH2:10][CH2:11][CH2:12][CH2:13][C:14]=3[C:5]=2[C:3]([O:2][CH3:1])=[O:4])(=[O:17])=[O:18])[CH2:28][CH2:29]1. (7) Given the reactants [N+:1]([C:4]1[CH:11]=[CH:10][CH:9]=[CH:8][C:5]=1[CH:6]=O)([O-])=O.C(O)(C(F)(F)F)=O.[NH2:19][C@H:20]1[C:31](=[O:32])[O:30][CH2:29][C@@H:28]([C:33]2[CH:38]=[CH:37][CH:36]=[CH:35][CH:34]=2)[NH:27][C:26](=[O:39])[CH2:25][CH2:24][CH:23]=[CH:22][CH2:21]1.C(N(CC)CC)C.C(OP(OCC)OCC)C, predict the reaction product. The product is: [N:1]1[N:19]([C@H:20]2[C:31](=[O:32])[O:30][CH2:29][C@@H:28]([C:33]3[CH:38]=[CH:37][CH:36]=[CH:35][CH:34]=3)[NH:27][C:26](=[O:39])[CH2:25][CH2:24][CH:23]=[CH:22][CH2:21]2)[CH:6]=[C:5]2[C:4]=1[CH:11]=[CH:10][CH:9]=[CH:8]2. (8) Given the reactants [F:1][C:2]1([F:24])[CH2:7][CH2:6][CH:5]([CH2:8][NH:9][C:10]([C:12]2[C:13]3[CH:14]=[CH:15][C:16](Cl)=[N:17][C:18]=3[CH:19]=[CH:20][C:21]=2Cl)=[O:11])[CH2:4][CH2:3]1.[C:25]1(B(O)O)[CH2:30][CH2:29][CH2:28][CH2:27][CH:26]=1.C(=O)([O-])[O-].[Cs+].[Cs+], predict the reaction product. The product is: [F:1][C:2]1([F:24])[CH2:7][CH2:6][CH:5]([CH2:8][NH:9][C:10]([C:12]2[C:13]3[CH:14]=[CH:15][C:16]([C:2]4[CH2:7][CH2:6][CH2:5][CH2:4][CH:3]=4)=[N:17][C:18]=3[CH:19]=[CH:20][C:21]=2[C:25]2[CH2:30][CH2:29][CH2:28][CH2:27][CH:26]=2)=[O:11])[CH2:4][CH2:3]1.